Dataset: Forward reaction prediction with 1.9M reactions from USPTO patents (1976-2016). Task: Predict the product of the given reaction. (1) Given the reactants C(=O)([O-])[O-].[K+].[K+].[CH2:7]([NH2:10])[CH2:8][NH2:9].[Cl:11][C:12]1[S:13][C:14]([CH2:17]Cl)=[CH:15][N:16]=1, predict the reaction product. The product is: [Cl:11][C:12]1[S:13][C:14]([CH2:17][NH:9][CH2:8][CH2:7][NH2:10])=[CH:15][N:16]=1. (2) Given the reactants CO[C:3]([C:5]1[C:6]([OH:29])=[C:7]2[C:12](=[CH:13][N:14]=1)[N:11]([CH2:15][C:16]1[CH:21]=[CH:20][CH:19]=[CH:18][CH:17]=1)[C:10](=[O:22])[C:9]([C:23]1[CH:28]=[N:27][CH:26]=[CH:25][N:24]=1)=[CH:8]2)=[O:4].[NH2:30][CH2:31][CH2:32][C:33]([OH:35])=[O:34].C[O-].[Na+], predict the reaction product. The product is: [CH2:15]([N:11]1[C:12]2[C:7](=[C:6]([OH:29])[C:5]([C:3]([NH:30][CH2:31][CH2:32][C:33]([OH:35])=[O:34])=[O:4])=[N:14][CH:13]=2)[CH:8]=[C:9]([C:23]2[CH:28]=[N:27][CH:26]=[CH:25][N:24]=2)[C:10]1=[O:22])[C:16]1[CH:17]=[CH:18][CH:19]=[CH:20][CH:21]=1. (3) The product is: [CH:33]1([CH2:36][N:17]2[C:18]3[C:14](=[CH:13][C:12]([C:10]([N:7]4[CH2:8][CH2:9][N:4]([CH:1]([CH3:3])[CH3:2])[CH2:5][CH2:6]4)=[O:11])=[CH:20][CH:19]=3)[CH:15]=[C:16]2[C:21]([N:23]2[CH2:28][CH2:27][CH:26]([O:29][CH3:30])[CH2:25][CH2:24]2)=[O:22])[CH2:35][CH2:34]1. Given the reactants [CH:1]([N:4]1[CH2:9][CH2:8][N:7]([C:10]([C:12]2[CH:13]=[C:14]3[C:18](=[CH:19][CH:20]=2)[NH:17][C:16]([C:21]([N:23]2[CH2:28][CH2:27][CH:26]([O:29][CH3:30])[CH2:25][CH2:24]2)=[O:22])=[CH:15]3)=[O:11])[CH2:6][CH2:5]1)([CH3:3])[CH3:2].[H-].[Na+].[CH:33]1([CH2:36]Br)[CH2:35][CH2:34]1, predict the reaction product.